Predict the product of the given reaction. From a dataset of Forward reaction prediction with 1.9M reactions from USPTO patents (1976-2016). (1) Given the reactants [CH3:1][C:2]1[CH:3]=[C:4]2[C:9](=[CH:10][C:11]=1[O:12][CH3:13])[N:8]=[CH:7][CH:6]=[CH:5]2.C1C(=O)N([Br:21])C(=O)C1, predict the reaction product. The product is: [Br:21][C:10]1[C:11]([O:12][CH3:13])=[C:2]([CH3:1])[CH:3]=[C:4]2[C:9]=1[N:8]=[CH:7][CH:6]=[CH:5]2. (2) Given the reactants [Cl:1][C:2]1[CH:3]=[C:4]([CH:7]=[CH:8][N:9]=1)C#N.O(CCCC)CCCC.CC[O:21][CH2:22][CH3:23], predict the reaction product. The product is: [Cl:1][C:2]1[CH:3]=[C:4]([C:22](=[O:21])[CH3:23])[CH:7]=[CH:8][N:9]=1. (3) Given the reactants [CH3:1][C:2]1[CH:6]=[C:5](C)[N:4]([C:8](=N)[NH:9][S:10]([C:13]2[CH:18]=[CH:17][C:16]([CH3:19])=[CH:15][CH:14]=2)(=[O:12])=[O:11])N=1.CS(O)(=O)=O.[NH:26]1CCCCC1, predict the reaction product. The product is: [NH2:26][CH2:1][CH2:2][CH2:6][CH2:5][NH:4][CH:8]=[N:9][S:10]([C:13]1[CH:14]=[CH:15][C:16]([CH3:19])=[CH:17][CH:18]=1)(=[O:11])=[O:12]. (4) Given the reactants [CH3:1][O:2][CH2:3][CH2:4][N:5]1[C:9]([CH3:10])=[C:8]([CH3:11])[S:7][C:6]1=[NH:12].CCN(CC)CC.[N:20]1[C:29]2[C:24](=[CH:25][CH:26]=[CH:27][CH:28]=2)[C:23]([C:30](Cl)=[O:31])=[CH:22][CH:21]=1, predict the reaction product. The product is: [CH3:1][O:2][CH2:3][CH2:4][N:5]1[C:9]([CH3:10])=[C:8]([CH3:11])[S:7]/[C:6]/1=[N:12]\[C:30]([C:23]1[C:24]2[C:29](=[CH:28][CH:27]=[CH:26][CH:25]=2)[N:20]=[CH:21][CH:22]=1)=[O:31]. (5) Given the reactants [NH2:1][C:2]1[S:3][C:4]([C:8]([OH:10])=O)=[C:5]([CH3:7])[N:6]=1.ON1C2C=CC=CC=2N=N1.CN(C)CCCN=C=NCC.C(N(C(C)C)CC)(C)C.[F:41][C:42]1[CH:47]=[CH:46][C:45]([CH2:48][NH2:49])=[CH:44][CH:43]=1, predict the reaction product. The product is: [NH2:1][C:2]1[S:3][C:4]([C:8]([NH:49][CH2:48][C:45]2[CH:46]=[CH:47][C:42]([F:41])=[CH:43][CH:44]=2)=[O:10])=[C:5]([CH3:7])[N:6]=1. (6) Given the reactants [CH3:1][O:2][C:3]1[CH:8]=[CH:7][C:6]([CH2:9][CH2:10][CH2:11][CH2:12][C:13]#[C:14][Si](C)(C)C)=[C:5]([CH3:19])[CH:4]=1.[OH-].[Na+], predict the reaction product. The product is: [CH2:9]([C:6]1[CH:7]=[CH:8][C:3]([O:2][CH3:1])=[CH:4][C:5]=1[CH3:19])[CH2:10][CH2:11][CH2:12][C:13]#[CH:14]. (7) Given the reactants [CH3:1][S:2]([C:5]1[CH:10]=[CH:9][C:8]([C:11]2[C:12]3[N:13]([N:21]=[C:22]([NH2:24])[N:23]=3)[CH:14]=[C:15]([C:17]([F:20])([F:19])[F:18])[CH:16]=2)=[CH:7][CH:6]=1)(=[O:4])=[O:3].Br[C:26]1[CH:31]=[CH:30][C:29]([N:32]2[CH2:37][CH2:36][N:35]([CH3:38])[CH2:34][CH2:33]2)=[CH:28][CH:27]=1, predict the reaction product. The product is: [CH3:1][S:2]([C:5]1[CH:10]=[CH:9][C:8]([C:11]2[C:12]3[N:13]([N:21]=[C:22]([NH:24][C:26]4[CH:27]=[CH:28][C:29]([N:32]5[CH2:37][CH2:36][N:35]([CH3:38])[CH2:34][CH2:33]5)=[CH:30][CH:31]=4)[N:23]=3)[CH:14]=[C:15]([C:17]([F:19])([F:20])[F:18])[CH:16]=2)=[CH:7][CH:6]=1)(=[O:3])=[O:4].